This data is from Catalyst prediction with 721,799 reactions and 888 catalyst types from USPTO. The task is: Predict which catalyst facilitates the given reaction. Reactant: [OH:1][C@@H:2]1[CH2:10][C:9]2[C:4](=[CH:5][CH:6]=[CH:7][CH:8]=2)[C@H:3]1[NH:11][C:12](=[O:14])[CH3:13].Cl[C:16]1[C:21]([C:22]([F:25])([F:24])[F:23])=[CH:20][N:19]=[C:18]([NH:26][C:27]2[CH:42]=[CH:41][C:30]([C:31]([NH:33][CH:34]3[CH2:39][CH2:38][N:37]([CH3:40])[CH2:36][CH2:35]3)=[O:32])=[CH:29][C:28]=2[O:43][CH3:44])[N:17]=1.C([O-])([O-])=O.[Cs+].[Cs+].[O-]S([O-])(=O)=O.[Mg+2]. Product: [C:12]([NH:11][C@@H:3]1[C:4]2[C:9](=[CH:8][CH:7]=[CH:6][CH:5]=2)[CH2:10][C@H:2]1[O:1][C:20]1[C:21]([C:22]([F:23])([F:25])[F:24])=[CH:16][N:17]=[C:18]([NH:26][C:27]2[CH:42]=[CH:41][C:30]([C:31]([NH:33][CH:34]3[CH2:35][CH2:36][N:37]([CH3:40])[CH2:38][CH2:39]3)=[O:32])=[CH:29][C:28]=2[O:43][CH3:44])[N:19]=1)(=[O:14])[CH3:13]. The catalyst class is: 12.